From a dataset of Reaction yield outcomes from USPTO patents with 853,638 reactions. Predict the reaction yield, written as a fraction of the theoretical maximum amount of product (1.0 means a 100% yield; for example, 0.34 means a 34% yield). The reactants are [CH2:1]1[CH2:6][C@H:5]([C:7]([OH:9])=[O:8])[CH2:4][CH2:3][C@H:2]1[CH2:10][NH2:11].[C:12]([O:16][CH:17]([O:20][C:21](ON1C(=O)CCC1=O)=[O:22])[CH2:18][CH3:19])(=[O:15])[CH2:13][CH3:14]. The catalyst is CC(OC)(C)C.CC(C)=O.O. The product is [C:12]([O:16][CH:17]([O:20][C:21]([NH:11][CH2:10][C@H:2]1[CH2:3][CH2:4][C@H:5]([C:7]([OH:9])=[O:8])[CH2:6][CH2:1]1)=[O:22])[CH2:18][CH3:19])(=[O:15])[CH2:13][CH3:14]. The yield is 0.530.